The task is: Regression. Given two drug SMILES strings and cell line genomic features, predict the synergy score measuring deviation from expected non-interaction effect.. This data is from NCI-60 drug combinations with 297,098 pairs across 59 cell lines. (1) Drug 1: CC1CCC2CC(C(=CC=CC=CC(CC(C(=O)C(C(C(=CC(C(=O)CC(OC(=O)C3CCCCN3C(=O)C(=O)C1(O2)O)C(C)CC4CCC(C(C4)OC)O)C)C)O)OC)C)C)C)OC. Drug 2: N.N.Cl[Pt+2]Cl. Cell line: MDA-MB-231. Synergy scores: CSS=33.4, Synergy_ZIP=-7.50, Synergy_Bliss=-2.28, Synergy_Loewe=1.03, Synergy_HSA=2.34. (2) Drug 1: CS(=O)(=O)C1=CC(=C(C=C1)C(=O)NC2=CC(=C(C=C2)Cl)C3=CC=CC=N3)Cl. Drug 2: CN(CCCl)CCCl.Cl. Cell line: OVCAR3. Synergy scores: CSS=6.62, Synergy_ZIP=-3.65, Synergy_Bliss=-2.09, Synergy_Loewe=-6.23, Synergy_HSA=-4.22. (3) Drug 1: C1=CC(=CC=C1CCC2=CNC3=C2C(=O)NC(=N3)N)C(=O)NC(CCC(=O)O)C(=O)O. Drug 2: CC1=C(C=C(C=C1)NC(=O)C2=CC=C(C=C2)CN3CCN(CC3)C)NC4=NC=CC(=N4)C5=CN=CC=C5. Cell line: NCI-H522. Synergy scores: CSS=7.71, Synergy_ZIP=-9.87, Synergy_Bliss=-14.7, Synergy_Loewe=-27.1, Synergy_HSA=-15.6. (4) Drug 1: CS(=O)(=O)C1=CC(=C(C=C1)C(=O)NC2=CC(=C(C=C2)Cl)C3=CC=CC=N3)Cl. Drug 2: CC1C(C(CC(O1)OC2CC(CC3=C2C(=C4C(=C3O)C(=O)C5=C(C4=O)C(=CC=C5)OC)O)(C(=O)CO)O)N)O.Cl. Cell line: SW-620. Synergy scores: CSS=41.0, Synergy_ZIP=-0.382, Synergy_Bliss=-1.02, Synergy_Loewe=-7.26, Synergy_HSA=1.20.